This data is from Full USPTO retrosynthesis dataset with 1.9M reactions from patents (1976-2016). The task is: Predict the reactants needed to synthesize the given product. (1) The reactants are: C(O[C:6](=O)[NH:7][C:8]1[CH:18]=[CH:17][C:11]2[C:12]([CH3:16])([CH3:15])[CH2:13][O:14][C:10]=2[CH:9]=1)(C)(C)C.[H-].[Na+].CI. Given the product [CH3:15][C:12]1([CH3:16])[C:11]2[CH:17]=[CH:18][C:8]([NH:7][CH3:6])=[CH:9][C:10]=2[O:14][CH2:13]1, predict the reactants needed to synthesize it. (2) Given the product [CH3:58][N:59]([CH3:60])[C:9]1[CH:8]=[C:7]([CH:12]=[C:11]([CH3:13])[N:10]=1)[C:6]([OH:5])=[O:15], predict the reactants needed to synthesize it. The reactants are: C([O:5][C:6](=[O:15])[C:7]1[CH:12]=[C:11]([CH3:13])[N:10]=[C:9](Cl)[CH:8]=1)(C)(C)C.CC1(C)C2C(=C(P(C3C=CC=CC=3)C3C=CC=CC=3)C=CC=2)OC2C(P(C3C=CC=CC=3)C3C=CC=CC=3)=CC=CC1=2.[CH3:58][NH:59][CH3:60]. (3) Given the product [Cl:1][C:2]1[CH:3]=[C:4]([NH:10][C@@H:11]([C:12]2[O:13][C:16]([C:17]3[CH:18]=[CH:19][C:20]([C:23]#[N:24])=[CH:21][CH:22]=3)=[N:15][N:14]=2)[C@@H:26]([OH:28])[CH3:27])[CH:5]=[CH:6][C:7]=1[C:8]#[N:9], predict the reactants needed to synthesize it. The reactants are: [Cl:1][C:2]1[CH:3]=[C:4]([NH:10][C@H:11]([C@@H:26]([OH:28])[CH3:27])[C:12]([NH:14][NH:15][C:16](=O)[C:17]2[CH:22]=[CH:21][C:20]([C:23]#[N:24])=[CH:19][CH:18]=2)=[O:13])[CH:5]=[CH:6][C:7]=1[C:8]#[N:9].C(NP1(N(CC)CC)N(C)CCCN1C)(C)(C)C.ClC1C(CC)=C(N[C@@H](C2OC(C3C=CC=CC=3)=NN=2)[C@@H](O)C)C=CC=1C#N.